Task: Predict which catalyst facilitates the given reaction.. Dataset: Catalyst prediction with 721,799 reactions and 888 catalyst types from USPTO Reactant: I[C:2]1[N:3]=[CH:4][N:5](C(C2C=CC=CC=2)(C2C=CC=CC=2)C2C=CC=CC=2)[CH:6]=1.C([Mg]Br)C.[N+:30]([C:33]1[CH:42]=[CH:41][CH:40]=[C:39]2[C:34]=1[CH2:35][CH2:36][CH2:37][C:38]2=O)([O-:32])=[O:31].[Cl-].[NH4+]. Product: [N+:30]([C:33]1[CH:42]=[CH:41][CH:40]=[C:39]2[C:34]=1[CH2:35][CH2:36][CH:37]=[C:38]2[C:2]1[N:3]=[CH:4][NH:5][CH:6]=1)([O-:32])=[O:31]. The catalyst class is: 4.